From a dataset of Reaction yield outcomes from USPTO patents with 853,638 reactions. Predict the reaction yield, written as a fraction of the theoretical maximum amount of product (1.0 means a 100% yield; for example, 0.34 means a 34% yield). (1) The reactants are [Cl:1][C:2]1[C:7]([CH2:8][N:9]([CH2:20][C:21]2[CH:22]=[C:23]([CH:35]=[CH:36][CH:37]=2)[CH2:24][N:25]2[CH:29]([C:30](O)=[O:31])[CH2:28][CH2:27][S:26]2(=[O:34])=[O:33])[C@H:10]([CH2:16][N:17]([CH3:19])[CH3:18])[CH2:11][C:12]([CH3:15])([CH3:14])[CH3:13])=[C:6]([F:38])[C:5]([O:39][CH3:40])=[CH:4][CH:3]=1.[CH3:41][C@@H:42]1[C@@H:47]([NH2:48])[CH2:46][C@H:45]2[CH2:49][C@@H:43]1[C:44]2([CH3:51])[CH3:50]. No catalyst specified. The product is [CH3:41][C@@H:42]1[C@@H:47]([NH:48][C:30]([C@H:29]2[CH2:28][CH2:27][S:26](=[O:33])(=[O:34])[N:25]2[CH2:24][C:23]2[CH:35]=[CH:36][CH:37]=[C:21]([CH2:20][N:9]([CH2:8][C:7]3[C:2]([Cl:1])=[CH:3][CH:4]=[C:5]([O:39][CH3:40])[C:6]=3[F:38])[C@H:10]([CH2:16][N:17]([CH3:18])[CH3:19])[CH2:11][C:12]([CH3:15])([CH3:14])[CH3:13])[CH:22]=2)=[O:31])[CH2:46][C@H:45]2[CH2:49][C@@H:43]1[C:44]2([CH3:50])[CH3:51]. The yield is 0.570. (2) The reactants are Br[C:2]1[CH:3]=[C:4]([O:15][C:16]2[CH:21]=[CH:20][CH:19]=[CH:18][CH:17]=2)[C:5]([NH:8][C:9]2[S:10][CH:11]=[C:12]([CH3:14])[N:13]=2)=[N:6][CH:7]=1.C(N(C(C)C)C(C)C)C.[SH:31][CH2:32][CH2:33][C:34]([O:36][CH3:37])=[O:35]. The catalyst is C1C=CC(/C=C/C(/C=C/C2C=CC=CC=2)=O)=CC=1.C1C=CC(/C=C/C(/C=C/C2C=CC=CC=2)=O)=CC=1.C1C=CC(/C=C/C(/C=C/C2C=CC=CC=2)=O)=CC=1.[Pd].[Pd].C1(P(C2C=CC=CC=2)C2C3OC4C(=CC=CC=4P(C4C=CC=CC=4)C4C=CC=CC=4)C(C)(C)C=3C=CC=2)C=CC=CC=1.O1CCOCC1. The product is [CH3:14][C:12]1[N:13]=[C:9]([NH:8][C:5]2[N:6]=[CH:7][C:2]([S:31][CH2:32][CH2:33][C:34]([O:36][CH3:37])=[O:35])=[CH:3][C:4]=2[O:15][C:16]2[CH:21]=[CH:20][CH:19]=[CH:18][CH:17]=2)[S:10][CH:11]=1. The yield is 0.845. (3) The reactants are C([O:3][C:4](=[O:13])[CH:5]=[CH:6][CH:7]1[CH2:12][CH2:11][CH2:10][CH2:9][CH2:8]1)C.[OH-].[Li+].CO. The catalyst is O1CCOCC1. The product is [CH:7]1([CH:6]=[CH:5][C:4]([OH:13])=[O:3])[CH2:12][CH2:11][CH2:10][CH2:9][CH2:8]1. The yield is 0.340.